Dataset: Catalyst prediction with 721,799 reactions and 888 catalyst types from USPTO. Task: Predict which catalyst facilitates the given reaction. (1) Reactant: [Cl:1][C:2]1[C:3]([CH:9]([NH:19][C:20](=[O:26])[O:21][C:22]([CH3:25])([CH3:24])[CH3:23])[CH2:10][C:11]2[CH:16]=[C:15]([F:17])[CH:14]=[C:13]([F:18])[CH:12]=2)=[N:4][CH:5]=[C:6](Cl)[N:7]=1.[OH-].[NH4+:28]. Product: [NH2:28][C:6]1[N:7]=[C:2]([Cl:1])[C:3]([CH:9]([NH:19][C:20](=[O:26])[O:21][C:22]([CH3:25])([CH3:24])[CH3:23])[CH2:10][C:11]2[CH:16]=[C:15]([F:17])[CH:14]=[C:13]([F:18])[CH:12]=2)=[N:4][CH:5]=1. The catalyst class is: 12. (2) Reactant: [C:1]([C:3]1[CH:8]=[CH:7][CH:6]=[CH:5][N:4]=1)#[N:2].[Na].[Cl:10][C:11]1[CH:12]=[C:13]([CH:18]=[CH:19][CH:20]=1)[C:14]([NH:16][NH2:17])=O. Product: [N:4]1[CH:5]=[CH:6][CH:7]=[CH:8][C:3]=1[C:1]1[N:2]=[C:14]([C:13]2[CH:18]=[CH:19][CH:20]=[C:11]([Cl:10])[CH:12]=2)[NH:16][N:17]=1. The catalyst class is: 5. (3) Reactant: [C:1]12([C:11]([O:13][CH:14]3[CH:18]4[O:19][C:20](=[O:26])[CH:21]5[CH:22]([C:23](O)=[O:24])[CH:15]3[CH2:16][CH:17]45)=[O:12])[CH2:10][CH:5]3[CH2:6][CH:7]([CH2:9][CH:3]([CH2:4]3)[CH2:2]1)[CH2:8]2.C(Cl)(=O)C([Cl:30])=O. Product: [C:1]12([C:11]([O:13][CH:14]3[CH:18]4[O:19][C:20](=[O:26])[CH:21]5[CH:22]([C:23]([Cl:30])=[O:24])[CH:15]3[CH2:16][CH:17]45)=[O:12])[CH2:10][CH:5]3[CH2:6][CH:7]([CH2:9][CH:3]([CH2:4]3)[CH2:2]1)[CH2:8]2. The catalyst class is: 11.